Dataset: Reaction yield outcomes from USPTO patents with 853,638 reactions. Task: Predict the reaction yield, written as a fraction of the theoretical maximum amount of product (1.0 means a 100% yield; for example, 0.34 means a 34% yield). (1) The reactants are [C:1]1([C:7]2[NH:11][N:10]=[C:9]([C:12]([O:14][CH2:15][CH3:16])=[O:13])[CH:8]=2)[CH:6]=[CH:5][CH:4]=[CH:3][CH:2]=1.C(=O)([O-])[O-].[K+].[K+].I[CH2:24][CH:25]([CH3:27])[CH3:26].O. The catalyst is CN(C)C=O.[Cl-].[Na+].O.C(OCC)(=O)C. The product is [CH2:24]([N:11]1[C:7]([C:1]2[CH:2]=[CH:3][CH:4]=[CH:5][CH:6]=2)=[CH:8][C:9]([C:12]([O:14][CH2:15][CH3:16])=[O:13])=[N:10]1)[CH:25]([CH3:27])[CH3:26]. The yield is 0.0750. (2) The reactants are [I-].[F:2][C:3]([F:36])([F:35])[C:4]1[CH:5]=[C:6]([CH:28]=[C:29](C(F)(F)F)[CH:30]=1)[CH2:7][O:8][CH2:9][CH:10]([C:22]1[CH:27]=[CH:26][CH:25]=[CH:24][CH:23]=1)[CH2:11][NH:12][C:13]([C:15]1[CH:20]=[CH:19][N+:18]([CH3:21])=[CH:17][CH:16]=1)=[O:14].[F:37][C:38]([F:71])([F:70])C1C=C(C=C([C:38]([F:71])([F:70])[F:37])C=1)COCC(C1C=CC(F)=CC=1)CNC(=O)C1C=CN=CC=1.C([Cl:79])[C:73]1[CH:78]=[CH:77][CH:76]=[CH:75][CH:74]=1. The catalyst is C(Cl)Cl. The product is [Cl-:79].[CH2:21]([N+:18]1[CH:19]=[CH:20][C:15]([C:13](=[O:14])[NH:12][CH2:11][CH:10]([C:22]2[CH:23]=[CH:24][CH:25]=[CH:26][CH:27]=2)[CH2:9][O:8][CH2:7][C:6]2[CH:28]=[CH:29][C:30]([C:38]([F:71])([F:70])[F:37])=[C:4]([C:3]([F:36])([F:2])[F:35])[CH:5]=2)=[CH:16][CH:17]=1)[C:73]1[CH:78]=[CH:77][CH:76]=[CH:75][CH:74]=1. The yield is 0.780. (3) The reactants are [C:1](O[C:1]([O:3][C:4]([CH3:7])([CH3:6])[CH3:5])=[O:2])([O:3][C:4]([CH3:7])([CH3:6])[CH3:5])=[O:2].C(N(CC)CC)C.[Br:23][C:24]1[C:25]([N:40]2[CH2:45][CH2:44][CH2:43][C@@H:42]([NH:46][C:47](=[O:53])[O:48][C:49]([CH3:52])([CH3:51])[CH3:50])[CH2:41]2)=[C:26]2[C:32]([NH:33][C:34](=[O:39])[CH2:35][CH2:36][O:37][CH3:38])=[CH:31][NH:30][C:27]2=[N:28][CH:29]=1.O. The catalyst is CN(C)C1C=CN=CC=1.C(Cl)Cl. The product is [Br:23][C:24]1[C:25]([N:40]2[CH2:45][CH2:44][CH2:43][C@@H:42]([NH:46][C:47]([O:48][C:49]([CH3:50])([CH3:52])[CH3:51])=[O:53])[CH2:41]2)=[C:26]2[C:32]([NH:33][C:34](=[O:39])[CH2:35][CH2:36][O:37][CH3:38])=[CH:31][N:30]([C:1]([O:3][C:4]([CH3:7])([CH3:6])[CH3:5])=[O:2])[C:27]2=[N:28][CH:29]=1. The yield is 0.390.